This data is from Full USPTO retrosynthesis dataset with 1.9M reactions from patents (1976-2016). The task is: Predict the reactants needed to synthesize the given product. (1) The reactants are: C1(C(C2C=CC=CC=2)[N:8]2[C:16]3[C:11](=[CH:12][C:13]([CH3:17])=[CH:14][CH:15]=3)[C:10]3([C:29]4[C:20](=[CH:21][C:22]5[O:27][CH2:26][CH2:25][O:24][C:23]=5[CH:28]=4)[O:19][CH2:18]3)[C:9]2=[O:30])C=CC=CC=1.FC(F)(F)C(O)=O. Given the product [CH3:17][C:13]1[CH:12]=[C:11]2[C:16](=[CH:15][CH:14]=1)[NH:8][C:9](=[O:30])[C:10]12[C:29]2[C:20](=[CH:21][C:22]3[O:27][CH2:26][CH2:25][O:24][C:23]=3[CH:28]=2)[O:19][CH2:18]1, predict the reactants needed to synthesize it. (2) Given the product [CH2:1]([O:3][C:4]1[N:8]([C:9]2[C:17]3[O:16][CH2:15][C@@H:14]([NH:18][C:19]4[CH:32]=[CH:31][C:22]5[C@H:23]([CH2:26][C:27]([OH:29])=[O:28])[CH2:24][O:25][C:21]=5[CH:20]=4)[C:13]=3[CH:12]=[CH:11][CH:10]=2)[C:7]2[CH:39]=[C:40]([F:43])[CH:41]=[CH:42][C:6]=2[N:5]=1)[CH3:2], predict the reactants needed to synthesize it. The reactants are: [CH2:1]([O:3][C:4]1[N:8]([C:9]2[C:17]3[O:16][CH2:15][C@@H:14]([N:18](C(=O)C(F)(F)F)[C:19]4[CH:32]=[CH:31][C:22]5[C@H:23]([CH2:26][C:27]([O:29]C)=[O:28])[CH2:24][O:25][C:21]=5[CH:20]=4)[C:13]=3[CH:12]=[CH:11][CH:10]=2)[C:7]2[CH:39]=[C:40]([F:43])[CH:41]=[CH:42][C:6]=2[N:5]=1)[CH3:2].[OH-].[Na+].Cl. (3) Given the product [CH3:27][C:9]1[C:10]2[C:11](=[O:26])[N:12]([CH2:18][CH2:19][N:20]3[CH2:25][CH2:24][CH2:23][CH2:22][CH2:21]3)[CH2:13][CH2:14][CH2:15][C:16]=2[NH:17][CH:8]=1, predict the reactants needed to synthesize it. The reactants are: C(OC([C:8]1[NH:17][C:16]2[CH2:15][CH2:14][CH2:13][N:12]([CH2:18][CH2:19][N:20]3[CH2:25][CH2:24][CH2:23][CH2:22][CH2:21]3)[C:11](=[O:26])[C:10]=2[C:9]=1[CH3:27])=O)(C)(C)C.Cl. (4) Given the product [CH:30]([C:27]1[CH:26]=[CH:25][C:24]([C:2]([C:3]2[C:11]3[O:10][C:9]([CH3:13])([CH3:12])[CH2:8][C:7]=3[C:6]([CH3:14])=[C:5]([NH:15][C:16](=[O:22])[CH2:17][C:18]([CH3:21])([CH3:20])[CH3:19])[C:4]=2[CH3:23])=[O:1])=[CH:29][CH:28]=1)([CH3:32])[CH3:31], predict the reactants needed to synthesize it. The reactants are: [OH:1][CH:2]([C:24]1[CH:29]=[CH:28][C:27]([CH:30]([CH3:32])[CH3:31])=[CH:26][CH:25]=1)[C:3]1[C:11]2[O:10][C:9]([CH3:13])([CH3:12])[CH2:8][C:7]=2[C:6]([CH3:14])=[C:5]([NH:15][C:16](=[O:22])[CH2:17][C:18]([CH3:21])([CH3:20])[CH3:19])[C:4]=1[CH3:23]. (5) Given the product [CH:20]1[CH:21]=[C:22]2[C:23]([C:2]3[C:3]([NH:16][C:17]2=[CH:18][CH:19]=1)=[CH:4][C:5]1[C:14]([C:13]2[C:8]([NH:7][C:6]=1[CH:1]=3)=[CH:9][CH:10]=[CH:11][CH:12]=2)=[O:15])=[O:24], predict the reactants needed to synthesize it. The reactants are: [CH2:1]1[C:6]2[NH:7][C:8]3[C:13]([C:14](=[O:15])[C:5]=2[CH2:4][C:3]2[NH:16][C:17]4[C:22]([C:23](=[O:24])[C:2]1=2)=[CH:21][CH:20]=[CH:19][CH:18]=4)=[CH:12][CH:11]=[CH:10][CH:9]=3.[OH-].[Na+].[Na].OO. (6) Given the product [CH2:1]([N:8]1[C:9](=[O:10])[C@@H:11]2[C:14]3[CH:15]=[CH:16][C:17]([Br:20])=[C:18]([Cl:19])[C:13]=3[CH2:12][O:24][C@@:22]2([CH3:23])[CH2:21]1)[C:2]1[CH:7]=[CH:6][CH:5]=[CH:4][CH:3]=1, predict the reactants needed to synthesize it. The reactants are: [CH2:1]([N:8]([CH2:21][C:22](=[O:24])[CH3:23])[C:9]([CH:11]1[C:14]2[CH:15]=[CH:16][C:17]([Br:20])=[C:18]([Cl:19])[C:13]=2[CH2:12]1)=[O:10])[C:2]1[CH:7]=[CH:6][CH:5]=[CH:4][CH:3]=1.